From a dataset of Reaction yield outcomes from USPTO patents with 853,638 reactions. Predict the reaction yield, written as a fraction of the theoretical maximum amount of product (1.0 means a 100% yield; for example, 0.34 means a 34% yield). (1) The reactants are [NH2:1][CH2:2][CH2:3][C:4]([O:6][CH3:7])=[O:5].[C:8]1(=O)[CH2:12][CH2:11][CH2:10][CH2:9]1.C([O-])(=O)C.[Na+].C(O[BH-](OC(=O)C)OC(=O)C)(=O)C.[Na+].C(=O)(O)[O-].[Na+].[OH-].[Na+]. The yield is 0.550. The catalyst is C(Cl)Cl. The product is [CH:8]1([NH:1][CH2:2][CH2:3][C:4]([O:6][CH3:7])=[O:5])[CH2:12][CH2:11][CH2:10][CH2:9]1. (2) The reactants are Cl.[CH2:2]([O:4][C:5](=[O:9])[CH2:6][CH2:7][NH2:8])[CH3:3].C(N([CH2:15][CH3:16])CC)C.C([CH:19]([C:23](Cl)=[O:24])[C:20](Cl)=[O:21])C.C(=O)([O-])[O-:27].[K+].[K+]. The catalyst is ClCCl. The product is [O:24]=[C:23]([NH:8][CH2:7][CH2:6][C:5]([O:4][CH2:2][CH3:3])=[O:9])[CH2:19][C:20]([O:21][CH2:15][CH3:16])=[O:27]. The yield is 0.890. (3) The reactants are [CH:1]1([NH:6][C:7]2[N:12]3[N:13]=[C:14]([C:16]4[CH:21]=[CH:20][CH:19]=[CH:18][CH:17]=4)[CH:15]=[C:11]3[N:10]=[CH:9][N:8]=2)[CH2:5][CH2:4][CH2:3][CH2:2]1.[I:22]N1C(=O)CCC1=O. The catalyst is ClCCl. The product is [CH:1]1([NH:6][C:7]2[N:12]3[N:13]=[C:14]([C:16]4[CH:21]=[CH:20][CH:19]=[CH:18][CH:17]=4)[C:15]([I:22])=[C:11]3[N:10]=[CH:9][N:8]=2)[CH2:5][CH2:4][CH2:3][CH2:2]1. The yield is 0.850. (4) The reactants are [C:1](#[N:9])[CH2:2][CH2:3][CH2:4][CH2:5][CH2:6][CH2:7][CH3:8].[NH2:10][OH:11].O. The catalyst is CCO. The product is [OH:11][N:10]=[C:1]([NH2:9])[CH2:2][CH2:3][CH2:4][CH2:5][CH2:6][CH2:7][CH3:8]. The yield is 0.746. (5) The reactants are [C:1]([O:5][C:6]([N:8]([CH:13]1[CH2:15][CH2:14]1)[CH2:9][C:10]([OH:12])=O)=[O:7])([CH3:4])([CH3:3])[CH3:2].[F:16][C:17]([F:33])([F:32])[C:18]1[CH:23]=[CH:22][C:21]([C:24]2[CH:29]=[CH:28][CH:27]=[C:26]([CH2:30][NH2:31])[CH:25]=2)=[CH:20][CH:19]=1.O.ON1C2C=CC=CC=2N=N1.C(N(CC)C(C)C)(C)C.C1CN(C(ON2N=NC3C2=CC=CC=3)=[N+]2CCCC2)CC1.F[P-](F)(F)(F)(F)F. The catalyst is CN(C=O)C.C(OCC)(=O)C. The product is [CH:13]1([N:8]([CH2:9][C:10](=[O:12])[NH:31][CH2:30][C:26]2[CH:25]=[C:24]([C:21]3[CH:22]=[CH:23][C:18]([C:17]([F:16])([F:32])[F:33])=[CH:19][CH:20]=3)[CH:29]=[CH:28][CH:27]=2)[C:6](=[O:7])[O:5][C:1]([CH3:2])([CH3:3])[CH3:4])[CH2:15][CH2:14]1. The yield is 1.00.